From a dataset of Reaction yield outcomes from USPTO patents with 853,638 reactions. Predict the reaction yield, written as a fraction of the theoretical maximum amount of product (1.0 means a 100% yield; for example, 0.34 means a 34% yield). (1) The reactants are [N+:1]([C:4]1[CH:9]=[C:8]([N+:10]([O-:12])=[O:11])[CH:7]=[CH:6][C:5]=1[S:13]([OH:16])(=[O:15])=[O:14])([O-:3])=[O:2].C(O)(=[O:19])C.C(O)(=O)C.[I:25][C:26]1[CH:31]=[CH:30][CH:29]=[CH:28][CH:27]=1. The catalyst is CC#N. The product is [OH:19][I:25]([C:26]1[CH:31]=[CH:30][CH:29]=[CH:28][CH:27]=1)[O:14][S:13]([C:5]1[CH:6]=[CH:7][C:8]([N+:10]([O-:12])=[O:11])=[CH:9][C:4]=1[N+:1]([O-:3])=[O:2])(=[O:16])=[O:15]. The yield is 0.960. (2) The reactants are [C:1]([C@@:8]([NH2:21])([CH2:19][OH:20])[C:9]([NH:11][CH2:12][C:13]1[CH:18]=[CH:17][CH:16]=[CH:15][CH:14]=1)=[O:10])([O:3][C:4]([CH3:7])([CH3:6])[CH3:5])=[O:2].[OH-].[Na+].O.S(OC)(O[CH3:29])(=O)=O. The catalyst is S(=O)(=O)(O)[O-].C([N+](CCCC)(CCCC)CCCC)CCC.ClCCl. The product is [C:1]([C@@:8]([NH2:21])([CH2:19][O:20][CH3:29])[C:9]([NH:11][CH2:12][C:13]1[CH:14]=[CH:15][CH:16]=[CH:17][CH:18]=1)=[O:10])([O:3][C:4]([CH3:7])([CH3:6])[CH3:5])=[O:2]. The yield is 0.758. (3) The reactants are [NH2:1][C:2]1[C:3](=[O:17])[N:4]([CH2:9][C:10]([O:12][C:13]([CH3:16])([CH3:15])[CH3:14])=[O:11])[C:5]([CH3:8])=[CH:6][CH:7]=1.CN1CCOCC1.[C:25]1([CH2:31][S:32](Cl)(=[O:34])=[O:33])[CH:30]=[CH:29][CH:28]=[CH:27][CH:26]=1. The catalyst is C(Cl)Cl. The product is [CH2:31]([S:32]([NH:1][C:2]1[C:3](=[O:17])[N:4]([CH2:9][C:10]([O:12][C:13]([CH3:16])([CH3:15])[CH3:14])=[O:11])[C:5]([CH3:8])=[CH:6][CH:7]=1)(=[O:34])=[O:33])[C:25]1[CH:30]=[CH:29][CH:28]=[CH:27][CH:26]=1. The yield is 0.890. (4) The reactants are [CH3:1][C:2]1[C:6]2[C:7](=[O:19])[N:8]([CH2:11][CH2:12][N:13]3[CH2:18][CH2:17][O:16][CH2:15][CH2:14]3)[CH2:9][CH2:10][C:5]=2[NH:4][C:3]=1[CH:20]=O.[OH:22][CH2:23][CH2:24][C:25]1[CH:33]=[CH:32][CH:31]=[C:30]2[C:26]=1[CH2:27][C:28](=[O:34])[NH:29]2. No catalyst specified. The product is [OH:22][CH2:23][CH2:24][C:25]1[CH:33]=[CH:32][CH:31]=[C:30]2[C:26]=1[C:27](=[CH:20][C:3]1[NH:4][C:5]3[CH2:10][CH2:9][N:8]([CH2:11][CH2:12][N:13]4[CH2:14][CH2:15][O:16][CH2:17][CH2:18]4)[C:7](=[O:19])[C:6]=3[C:2]=1[CH3:1])[C:28](=[O:34])[NH:29]2. The yield is 0.333. (5) The catalyst is ClCCl. The reactants are [CH3:1][CH:2]1[CH2:10][C:9]2[C:4](=[CH:5][CH:6]=[CH:7][CH:8]=2)[N:3]1C.[CH2:12](N(CC)CC)C.[C:19](Cl)(=[O:21])[CH3:20]. The yield is 0.820. The product is [C:19]([N:3]1[C:4]2[C:9](=[CH:8][CH:7]=[CH:6][CH:5]=2)[CH2:10][C:2]1([CH3:1])[CH3:12])(=[O:21])[CH3:20]. (6) The reactants are [NH2:1][C:2]1[C:10]([CH3:11])=[C:9]([O:12][CH3:13])[CH:8]=[CH:7][C:3]=1[C:4]([NH2:6])=[O:5].C(N)(=O)C1C=CC=CC=1.[F:23][C:24]1[CH:25]=[C:26]([CH:30]=[CH:31][CH:32]=1)[C:27](Cl)=O. No catalyst specified. The product is [F:23][C:24]1[CH:25]=[C:26]([C:27]2[N:6]=[C:4]([OH:5])[C:3]3[C:2](=[C:10]([CH3:11])[C:9]([O:12][CH3:13])=[CH:8][CH:7]=3)[N:1]=2)[CH:30]=[CH:31][CH:32]=1. The yield is 0.730.